This data is from Reaction yield outcomes from USPTO patents with 853,638 reactions. The task is: Predict the reaction yield, written as a fraction of the theoretical maximum amount of product (1.0 means a 100% yield; for example, 0.34 means a 34% yield). (1) The reactants are S(Cl)([Cl:3])=O.[Cl:5][C:6]1[CH:7]=[C:8]([CH2:13][CH2:14][S:15]([O-:18])(=O)=[O:16])[CH:9]=[CH:10][C:11]=1[Cl:12].[Na+].C1C=CC=CC=1. The catalyst is CN(C)C=O. The product is [Cl:5][C:6]1[CH:7]=[C:8]([CH2:13][CH2:14][S:15]([Cl:3])(=[O:18])=[O:16])[CH:9]=[CH:10][C:11]=1[Cl:12]. The yield is 0.700. (2) The reactants are [C:1]([O:5][C:6]([NH:8][CH2:9][CH:10]([S:17]([OH:20])(=[O:19])=[O:18])[CH2:11][C:12]([O:14]CC)=[O:13])=[O:7])([CH3:4])([CH3:3])[CH3:2].O.[OH-].[Li+]. The catalyst is C1COCC1.O. The product is [C:1]([O:5][C:6]([NH:8][CH2:9][CH:10]([S:17]([OH:20])(=[O:18])=[O:19])[CH2:11][C:12]([OH:14])=[O:13])=[O:7])([CH3:4])([CH3:2])[CH3:3]. The yield is 0.900. (3) The reactants are [CH:1]1([N:7]2[C:12](=[O:13])[CH2:11][C:10](=[O:14])[N:9]([CH:15]3[CH2:20][CH2:19][N:18](C(OCC4C=CC=CC=4)=O)[CH2:17][CH2:16]3)[C:8]2=[O:31])[CH2:6][CH2:5][CH2:4][CH2:3][CH2:2]1.C(N(C(C)C)CC)(C)C.[N:41]([CH2:44][C:45]([O:47]CC)=[O:46])=[C:42]=[O:43]. The catalyst is C(Cl)(Cl)Cl. The product is [CH:1]1([N:7]2[C:12](=[O:13])[C:11]([C:42]([NH:41][CH2:44][C:45]([OH:47])=[O:46])=[O:43])=[C:10]([OH:14])[N:9]([CH:15]3[CH2:20][CH2:19][NH:18][CH2:17][CH2:16]3)[C:8]2=[O:31])[CH2:2][CH2:3][CH2:4][CH2:5][CH2:6]1. The yield is 0.240.